Dataset: Full USPTO retrosynthesis dataset with 1.9M reactions from patents (1976-2016). Task: Predict the reactants needed to synthesize the given product. (1) Given the product [NH:3]1[C:7]2[CH:8]=[CH:9][CH:10]=[CH:11][C:6]=2[N:5]=[C:4]1[CH:12]([NH2:23])[CH:13]([C:15]1[CH:16]=[CH:17][C:18]([O:21][CH3:22])=[CH:19][CH:20]=1)[CH3:14], predict the reactants needed to synthesize it. The reactants are: N#N.[NH:3]1[C:7]2[CH:8]=[CH:9][CH:10]=[CH:11][C:6]=2[N:5]=[C:4]1[CH:12]([NH:23]C(=O)OC(C)(C)C)[CH:13]([C:15]1[CH:20]=[CH:19][C:18]([O:21][CH3:22])=[CH:17][CH:16]=1)[CH3:14].Cl. (2) Given the product [F:18][C:15]([F:16])([F:17])[C:13]1[CH:12]=[C:11]([CH:19]([C:36]2[N:37]=[N:38][N:39]([CH3:41])[N:40]=2)[N:20]2[C:29]3[C:24](=[CH:25][CH:26]=[C:27]([C:30]([F:32])([F:31])[F:33])[CH:28]=3)[N:23]([C:2]([O:4][CH2:5][CH3:6])=[O:3])[C@@H:22]([CH2:34][CH3:35])[CH2:21]2)[CH:10]=[C:9]([C:8]([F:43])([F:42])[F:7])[CH:14]=1, predict the reactants needed to synthesize it. The reactants are: Cl[C:2]([O:4][CH2:5][CH3:6])=[O:3].[F:7][C:8]([F:43])([F:42])[C:9]1[CH:10]=[C:11]([CH:19]([C:36]2[N:37]=[N:38][N:39]([CH3:41])[N:40]=2)[N:20]2[C:29]3[C:24](=[CH:25][CH:26]=[C:27]([C:30]([F:33])([F:32])[F:31])[CH:28]=3)[NH:23][C@@H:22]([CH2:34][CH3:35])[CH2:21]2)[CH:12]=[C:13]([C:15]([F:18])([F:17])[F:16])[CH:14]=1.N1C=CC=CC=1. (3) Given the product [CH:46]12[CH2:54][CH:50]3[CH2:49][CH:48]([CH2:53][CH:52]([CH2:51]3)[CH:45]1[NH:44][C:11]([C:8]1[CH:7]=[N:6][N:5]([C:1]([CH3:2])([CH3:3])[CH3:4])[C:9]=1[Cl:10])=[O:13])[CH2:47]2, predict the reactants needed to synthesize it. The reactants are: [C:1]([N:5]1[C:9]([Cl:10])=[C:8]([C:11]([OH:13])=O)[CH:7]=[N:6]1)([CH3:4])([CH3:3])[CH3:2].CCN(C(C)C)C(C)C.[B-](F)(F)(F)F.CN(C(ON1C(=O)CCC1=O)=[N+](C)C)C.Cl.[NH2:44][CH:45]1[CH:52]2[CH2:53][CH:48]3[CH2:49][CH:50]([CH2:54][CH:46]1[CH2:47]3)[CH2:51]2. (4) The reactants are: C(O)(C(F)(F)F)=O.[N+:8]([C:11]1[C:12]([NH:17][CH:18]2[CH2:23][CH2:22][N:21](C(OC(C)(C)C)=O)[CH2:20][CH2:19]2)=[N:13][CH:14]=[CH:15][CH:16]=1)([O-:10])=[O:9]. Given the product [N+:8]([C:11]1[C:12]([NH:17][CH:18]2[CH2:23][CH2:22][NH:21][CH2:20][CH2:19]2)=[N:13][CH:14]=[CH:15][CH:16]=1)([O-:10])=[O:9], predict the reactants needed to synthesize it. (5) Given the product [Cl:1][C:2]1[CH:7]=[CH:6][C:5]([C:8]2[CH:13]=[CH:12][C:11]([N+:14]([O-:16])=[O:15])=[C:10]([CH:17]=[O:21])[CH:9]=2)=[CH:4][CH:3]=1, predict the reactants needed to synthesize it. The reactants are: [Cl:1][C:2]1[CH:7]=[CH:6][C:5]([C:8]2[CH:13]=[CH:12][C:11]([N+:14]([O-:16])=[O:15])=[C:10]([CH:17](Cl)Cl)[CH:9]=2)=[CH:4][CH:3]=1.C[O-:21].[Na+].